From a dataset of Full USPTO retrosynthesis dataset with 1.9M reactions from patents (1976-2016). Predict the reactants needed to synthesize the given product. (1) Given the product [NH2:22][C:16]1[CH:17]=[C:18]([F:21])[CH:19]=[CH:20][C:15]=1[C:13]([NH:12][C@@H:7]([CH:1]1[CH2:6][CH2:5][CH2:4][CH2:3][CH2:2]1)[C:8]([O:10][CH3:11])=[O:9])=[O:14], predict the reactants needed to synthesize it. The reactants are: [CH:1]1([C@H:7]([NH:12][C:13]([C:15]2[CH:20]=[CH:19][C:18]([F:21])=[CH:17][C:16]=2[N+:22]([O-])=O)=[O:14])[C:8]([O:10][CH3:11])=[O:9])[CH2:6][CH2:5][CH2:4][CH2:3][CH2:2]1.[H][H]. (2) Given the product [F:1][C:2]1[CH:3]=[C:4]([CH:16]=[CH:17][C:18]=1[F:19])[O:5][C:6]1[CH:13]=[CH:12][C:11]([CH2:14][O:15][C:21]2[CH:32]=[C:25]3[N:26]([CH3:31])[C@H:27]([CH3:30])[CH2:28][CH2:29][N:24]3[C:23](=[O:33])[N:22]=2)=[CH:10][C:7]=1[C:8]#[N:9], predict the reactants needed to synthesize it. The reactants are: [F:1][C:2]1[CH:3]=[C:4]([CH:16]=[CH:17][C:18]=1[F:19])[O:5][C:6]1[CH:13]=[CH:12][C:11]([CH2:14][OH:15])=[CH:10][C:7]=1[C:8]#[N:9].Cl[C:21]1[CH:32]=[C:25]2[N:26]([CH3:31])[C@H:27]([CH3:30])[CH2:28][CH2:29][N:24]2[C:23](=[O:33])[N:22]=1. (3) Given the product [Cl:1][C:2]1[CH:7]=[CH:6][N:5]=[C:4]([NH2:8])[C:3]=1[N+:9]([O-:11])=[O:10], predict the reactants needed to synthesize it. The reactants are: [Cl:1][C:2]1[CH:7]=[CH:6][N:5]=[C:4]([NH2:8])[CH:3]=1.[N+:9]([O-])([OH:11])=[O:10].[OH-].[NH4+].CCCCCCC. (4) Given the product [CH2:1]([O:3][C:4]([C:6]1[CH:7]=[C:8]2[C:13](=[C:14]([CH:16]=[O:17])[CH:15]=1)[O:12][CH2:11][CH2:10][CH2:9]2)=[O:5])[CH3:2], predict the reactants needed to synthesize it. The reactants are: [CH2:1]([O:3][C:4]([C:6]1[CH:7]=[C:8]2[C:13](=[CH:14][CH:15]=1)[O:12][CH2:11][CH2:10][CH2:9]2)=[O:5])[CH3:2].[CH3:16][O:17]C(Cl)Cl.